Dataset: CYP2D6 inhibition data for predicting drug metabolism from PubChem BioAssay. Task: Regression/Classification. Given a drug SMILES string, predict its absorption, distribution, metabolism, or excretion properties. Task type varies by dataset: regression for continuous measurements (e.g., permeability, clearance, half-life) or binary classification for categorical outcomes (e.g., BBB penetration, CYP inhibition). Dataset: cyp2d6_veith. (1) The molecule is Cc1ccc2c(c1)/C(=N/OC(=O)c1ccc(F)cc1)CCS2. The result is 0 (non-inhibitor). (2) The compound is COc1ccc(NC(=O)CSc2ccc3c4c(cccc24)C(=O)c2ccccc2-3)cc1. The result is 0 (non-inhibitor). (3) The drug is C/C(=N/OC(=O)c1ccc(F)cc1)c1ccc(C)cc1. The result is 0 (non-inhibitor). (4) The compound is C[C@](O)(c1ccccc1)c1nccc2ccccc12. The result is 0 (non-inhibitor). (5) The compound is O=C(NC(C(=O)c1ccccc1)n1cnccc1=O)c1ccccc1. The result is 0 (non-inhibitor).